Dataset: Catalyst prediction with 721,799 reactions and 888 catalyst types from USPTO. Task: Predict which catalyst facilitates the given reaction. (1) Reactant: [OH:1][C:2]1[CH:11]=[C:10]([CH3:12])[CH:9]=[CH:8][C:3]=1[C:4]([O:6][CH3:7])=[O:5].[C:13](=O)([O-])[O-].[K+].[K+].CI. Product: [CH3:13][O:1][C:2]1[CH:11]=[C:10]([CH3:12])[CH:9]=[CH:8][C:3]=1[C:4]([O:6][CH3:7])=[O:5]. The catalyst class is: 3. (2) Reactant: [CH2:1]([N:8]1[CH2:13][CH2:12][CH:11]([C:14]([C:16]2[CH:24]=[CH:23][C:22]([O:25][CH3:26])=[CH:21][C:17]=2[C:18](O)=[O:19])=O)[CH2:10][CH2:9]1)[C:2]1[CH:7]=[CH:6][CH:5]=[CH:4][CH:3]=1.O.[NH2:28][NH2:29]. Product: [CH2:1]([N:8]1[CH2:13][CH2:12][CH:11]([C:14]2[C:16]3[C:17](=[CH:21][C:22]([O:25][CH3:26])=[CH:23][CH:24]=3)[C:18](=[O:19])[NH:29][N:28]=2)[CH2:10][CH2:9]1)[C:2]1[CH:7]=[CH:6][CH:5]=[CH:4][CH:3]=1. The catalyst class is: 8. (3) Reactant: [CH2:1]([C@H:8]([NH:33]C(=O)OC(C)(C)C)[C@@H:9]([OH:32])[CH2:10][N:11]([CH2:25][C:26]1[CH:31]=[CH:30][CH:29]=[CH:28][CH:27]=1)[NH:12][C:13](=[O:24])[C@@H:14]([NH:19][C:20]([O:22][CH3:23])=[O:21])[C:15]([CH3:18])([CH3:17])[CH3:16])[C:2]1[CH:7]=[CH:6][CH:5]=[CH:4][CH:3]=1.Cl. The catalyst class is: 1. Product: [NH2:33][C@@H:8]([CH2:1][C:2]1[CH:7]=[CH:6][CH:5]=[CH:4][CH:3]=1)[C@@H:9]([OH:32])[CH2:10][N:11]([CH2:25][C:26]1[CH:31]=[CH:30][CH:29]=[CH:28][CH:27]=1)[NH:12][C:13]([C@@H:14]([NH:19][C:20](=[O:21])[O:22][CH3:23])[C:15]([CH3:18])([CH3:17])[CH3:16])=[O:24]. (4) Reactant: Cl[C:2]1[N:10]=[CH:9][CH:8]=[CH:7][C:3]=1[C:4]([OH:6])=O.[CH3:11][CH2:12][N:13]=[C:14]=[N:15][CH2:16][CH2:17][CH2:18][N:19](C)C.[ClH:22].C1C=[CH:25][C:26]2[N:31](O)N=NC=2C=1.CCN(C(C)C)C(C)C.N1CCNCC1. Product: [Cl:22][C:9]1[N:10]=[CH:2][C:3]([C:4]([N:31]2[CH2:11][CH2:12][N:13]([C:14]3[N:15]=[CH:16][CH:17]=[CH:18][N:19]=3)[CH2:25][CH2:26]2)=[O:6])=[CH:7][CH:8]=1. The catalyst class is: 248. (5) Reactant: [O:1]1[CH2:5][CH2:4][CH:3]([C:6]([N:8]2[CH2:17][CH2:16][C:15]3[C:10](=[CH:11][CH:12]=[C:13]([C:18]([NH:20][O:21]C4CCCCO4)=[O:19])[CH:14]=3)[CH2:9]2)=[O:7])[CH2:2]1.Cl. Product: [OH:21][NH:20][C:18]([C:13]1[CH:14]=[C:15]2[C:10](=[CH:11][CH:12]=1)[CH2:9][N:8]([C:6]([CH:3]1[CH2:4][CH2:5][O:1][CH2:2]1)=[O:7])[CH2:17][CH2:16]2)=[O:19]. The catalyst class is: 5. (6) Reactant: [C:1]1([C:7]2[CH:8]=[C:9](C3C4C(C=C5C=3C=CC=C5)=CC=CC=4)[CH:10]=[CH:11][C:12]=2[C:13]2[CH:18]=[CH:17][CH:16]=[CH:15][CH:14]=2)[CH:6]=[CH:5][CH:4]=[CH:3][CH:2]=1.C1C(=O)N(Br)C(=O)C1.C1([C:47]2[CH:48]=[C:49]([C:59]3[C:60]4[C:65]([C:66]([Br:73])=C5C=3C=CC=C5)=[CH:64][CH:63]=[CH:62][CH:61]=4)[CH:50]=[CH:51][C:52]=2C2C=CC=CC=2)C=CC=CC=1. Product: [C:13]1([C:12]2[CH:11]=[C:10]([C:61]3[C:60]4[C:65](=[C:66]([Br:73])[C:48]5[C:49]([CH:59]=4)=[CH:50][CH:51]=[CH:52][CH:47]=5)[CH:64]=[CH:63][CH:62]=3)[CH:9]=[CH:8][C:7]=2[C:1]2[CH:6]=[CH:5][CH:4]=[CH:3][CH:2]=2)[CH:14]=[CH:15][CH:16]=[CH:17][CH:18]=1. The catalyst class is: 18. (7) Reactant: [NH2:1][CH2:2][C:3]1[CH:4]=[N:5][CH:6]=[CH:7][CH:8]=1.CCN=C=NCCCN(C)C.Cl.[F:21][C:22]1[CH:32]=[CH:31][CH:30]=[CH:29][C:23]=1[CH:24]=[CH:25][C:26](O)=[O:27]. Product: [F:21][C:22]1[CH:32]=[CH:31][CH:30]=[CH:29][C:23]=1/[CH:24]=[CH:25]/[C:26]([NH:1][CH2:2][C:3]1[CH:4]=[N:5][CH:6]=[CH:7][CH:8]=1)=[O:27]. The catalyst class is: 2. (8) Reactant: [H-].[Na+].[C:3](Cl)(=[O:5])[CH3:4].[Cl:7][C:8]1[CH:9]=[C:10]([CH:13]=[C:14]([O:16][C:17]2[C:18]([CH3:23])=[N:19][NH:20][C:21]=2[CH3:22])[CH:15]=1)[C:11]#[N:12]. Product: [C:3]([N:20]1[C:21]([CH3:22])=[C:17]([O:16][C:14]2[CH:13]=[C:10]([CH:9]=[C:8]([Cl:7])[CH:15]=2)[C:11]#[N:12])[C:18]([CH3:23])=[N:19]1)(=[O:5])[CH3:4]. The catalyst class is: 9. (9) Reactant: [NH2:1][C@@H:2]([CH2:6][CH2:7][CH2:8][NH:9][C:10](=[O:45])[C:11]1[CH:16]=[C:15]([F:17])[C:14]([CH2:18][S:19][C:20]2[N:21]([C:37]3[CH:42]=[CH:41][C:40]([F:43])=[CH:39][CH:38]=3)[C:22]([C:25]([C:28]3[CH:33]=[CH:32][C:31]([Cl:34])=[C:30]([O:35][CH3:36])[CH:29]=3)([CH3:27])[CH3:26])=[CH:23][N:24]=2)=[C:13]([Cl:44])[CH:12]=1)[C:3]([OH:5])=[O:4].C([NH:53][C:54](N1C=CC=N1)=[N:55]C(OC(C)(C)C)=O)(OC(C)(C)C)=O.C(N(CC)CC)C. Product: [Cl:44][C:13]1[CH:12]=[C:11]([CH:16]=[C:15]([F:17])[C:14]=1[CH2:18][S:19][C:20]1[N:21]([C:37]2[CH:38]=[CH:39][C:40]([F:43])=[CH:41][CH:42]=2)[C:22]([C:25]([C:28]2[CH:33]=[CH:32][C:31]([Cl:34])=[C:30]([O:35][CH3:36])[CH:29]=2)([CH3:27])[CH3:26])=[CH:23][N:24]=1)[C:10]([NH:9][CH2:8][CH2:7][CH2:6][C@H:2]([NH:1][C:54]([NH2:55])=[NH:53])[C:3]([OH:5])=[O:4])=[O:45]. The catalyst class is: 5. (10) Reactant: [F:1][C:2]1[CH:9]=[C:8]([CH2:10][CH2:11][O:12][Si:13]([CH:20]([CH3:22])[CH3:21])([CH:17]([CH3:19])[CH3:18])[CH:14]([CH3:16])[CH3:15])[CH:7]=[C:6]([F:23])[C:3]=1[CH:4]=O.Cl.[CH2:25]([O:27][NH2:28])[CH3:26].C(N(CC)CC)C. Product: [F:23][C:6]1[CH:7]=[C:8]([CH2:10][CH2:11][O:12][Si:13]([CH:14]([CH3:16])[CH3:15])([CH:17]([CH3:19])[CH3:18])[CH:20]([CH3:21])[CH3:22])[CH:9]=[C:2]([F:1])[C:3]=1[CH:4]=[N:28][O:27][CH2:25][CH3:26]. The catalyst class is: 47.